From a dataset of Catalyst prediction with 721,799 reactions and 888 catalyst types from USPTO. Predict which catalyst facilitates the given reaction. (1) Reactant: [O:1]=[C:2]1[CH:11](C(OC(C)(C)C)=O)[C:10]2[N:9]=[CH:8][C:7]([C:19]([F:22])([F:21])[F:20])=[CH:6][C:5]=2[CH2:4][NH:3]1.FC(F)(F)C(O)=O. Product: [F:21][C:19]([F:20])([F:22])[C:7]1[CH:8]=[N:9][C:10]2[CH2:11][C:2](=[O:1])[NH:3][CH2:4][C:5]=2[CH:6]=1. The catalyst class is: 2. (2) Reactant: [CH3:1][C:2]1[N:3]([C:8]2[CH:17]=[C:16]3[C:11]([CH2:12][CH2:13][C:14](=S)[N:15]3[CH:18]([CH3:24])[C:19](OCC)=[O:20])=[CH:10][CH:9]=2)[C:4]([CH3:7])=[CH:5][CH:6]=1.O.[NH2:27][NH2:28]. Product: [CH3:7][C:4]1[N:3]([C:8]2[CH:17]=[C:16]3[C:11]([CH2:12][CH2:13][C:14]4[N:15]3[CH:18]([CH3:24])[C:19](=[O:20])[NH:27][N:28]=4)=[CH:10][CH:9]=2)[C:2]([CH3:1])=[CH:6][CH:5]=1. The catalyst class is: 14.